From a dataset of Full USPTO retrosynthesis dataset with 1.9M reactions from patents (1976-2016). Predict the reactants needed to synthesize the given product. (1) The reactants are: [NH2:1][C:2]1[C:3]2[C:10]([C:11]3[CH:16]=[CH:15][CH:14]=[C:13]([O:17][CH2:18][C:19]4[CH:24]=[CH:23][CH:22]=[CH:21][CH:20]=4)[CH:12]=3)=[CH:9][N:8]([C@@H:25]3[CH2:30][CH2:29][C@H:28]([NH:31][C:32]([NH:34][CH2:35][CH2:36][CH2:37]Cl)=[O:33])[CH2:27][CH2:26]3)[C:4]=2[N:5]=[CH:6][N:7]=1.[NH:39]1[CH2:44][CH2:43][O:42][CH2:41][CH2:40]1. Given the product [NH2:1][C:2]1[C:3]2[C:10]([C:11]3[CH:16]=[CH:15][CH:14]=[C:13]([O:17][CH2:18][C:19]4[CH:24]=[CH:23][CH:22]=[CH:21][CH:20]=4)[CH:12]=3)=[CH:9][N:8]([C@@H:25]3[CH2:30][CH2:29][C@H:28]([NH:31][C:32]([NH:34][CH2:35][CH2:36][CH2:37][N:39]4[CH2:44][CH2:43][O:42][CH2:41][CH2:40]4)=[O:33])[CH2:27][CH2:26]3)[C:4]=2[N:5]=[CH:6][N:7]=1, predict the reactants needed to synthesize it. (2) Given the product [I-:12].[F:1][C:2]1[CH:3]=[CH:4][C:5]2[S:9][C:8]([CH3:10])=[N+:7]([CH3:13])[C:6]=2[CH:11]=1, predict the reactants needed to synthesize it. The reactants are: [F:1][C:2]1[CH:3]=[CH:4][C:5]2[S:9][C:8]([CH3:10])=[N:7][C:6]=2[CH:11]=1.[I:12][CH3:13]. (3) Given the product [CH3:24][S:25]([O:16][C@H:10]1[C@H:11]([F:15])[CH2:12][CH2:13][CH2:14][C@@H:9]1[O:8][CH2:1][C:2]1[CH:3]=[CH:4][CH:5]=[CH:6][CH:7]=1)(=[O:27])=[O:26], predict the reactants needed to synthesize it. The reactants are: [CH2:1]([O:8][C@H:9]1[CH2:14][CH2:13][CH2:12][C@@H:11]([F:15])[C@@H:10]1[OH:16])[C:2]1[CH:7]=[CH:6][CH:5]=[CH:4][CH:3]=1.CCN(CC)CC.[CH3:24][S:25](Cl)(=[O:27])=[O:26]. (4) Given the product [CH3:21][N:16]([C:12]1[CH:13]=[CH:14][CH:15]=[C:10]([C:6]2[C:5]3[N:4]([N:3]=[C:2]([NH:1][C:24]4[CH:25]=[CH:26][C:27]([O:28][CH2:29][CH2:30][N:31]5[CH2:32][CH2:33][CH2:34][CH2:35]5)=[CH:36][CH:37]=4)[N:22]=3)[CH:9]=[CH:8][CH:7]=2)[CH:11]=1)[S:17]([CH3:20])(=[O:19])=[O:18], predict the reactants needed to synthesize it. The reactants are: [NH2:1][C:2]1[N:22]=[C:5]2[C:6]([C:10]3[CH:11]=[C:12]([N:16]([CH3:21])[S:17]([CH3:20])(=[O:19])=[O:18])[CH:13]=[CH:14][CH:15]=3)=[CH:7][CH:8]=[CH:9][N:4]2[N:3]=1.Br[C:24]1[CH:37]=[CH:36][C:27]([O:28][CH2:29][CH2:30][N:31]2[CH2:35][CH2:34][CH2:33][CH2:32]2)=[CH:26][CH:25]=1.C1(P(C2CCCCC2)C2C=CC=CC=2C2C=CC=CC=2P(C2CCCCC2)C2CCCCC2)CCCCC1. (5) Given the product [Cl:1][C:2]1[CH:3]=[C:4]([CH:7]=[C:8]([O:10][C:11]2[C:19]3[N:18]=[N:17][N:16]([CH2:28][C:29]4[O:30][C:31]([C:34]5[CH:35]=[CH:36][CH:37]=[CH:38][CH:39]=5)=[N:32][N:33]=4)[C:15]=3[CH:14]=[CH:13][C:12]=2[Cl:20])[CH:9]=1)[C:5]#[N:6], predict the reactants needed to synthesize it. The reactants are: [Cl:1][C:2]1[CH:3]=[C:4]([CH:7]=[C:8]([O:10][C:11]2[C:19]3[N:18]=[N:17][NH:16][C:15]=3[CH:14]=[CH:13][C:12]=2[Cl:20])[CH:9]=1)[C:5]#[N:6].C(=O)([O-])[O-].[Cs+].[Cs+].Cl[CH2:28][C:29]1[O:30][C:31]([C:34]2[CH:39]=[CH:38][CH:37]=[CH:36][CH:35]=2)=[N:32][N:33]=1. (6) Given the product [NH2:15][C:16]1[CH:17]=[N:18][CH:19]=[CH:20][C:21]=1[C@@H:22]1[CH2:27][C@H:26]([NH:28][C:29](=[O:35])[O:30][C:31]([CH3:34])([CH3:33])[CH3:32])[C@H:25]([N:36]=[N+:37]=[N-:38])[C@H:24]([CH3:39])[CH2:23]1, predict the reactants needed to synthesize it. The reactants are: Cl.O1CCOCC1.C(OC([NH:15][C:16]1[CH:17]=[N:18][CH:19]=[CH:20][C:21]=1[C@@H:22]1[CH2:27][C@H:26]([NH:28][C:29](=[O:35])[O:30][C:31]([CH3:34])([CH3:33])[CH3:32])[C@H:25]([N:36]=[N+:37]=[N-:38])[C@H:24]([CH3:39])[CH2:23]1)=O)(C)(C)C.CC(OC(OC(OC(C)(C)C)=O)=O)(C)C. (7) Given the product [CH2:1]([O:3][C:4](=[O:17])[C:5]([O:8][C:9]1[CH:14]=[CH:13][C:12]([O:15][CH:21]([C:20]([O:19][CH3:18])=[O:24])[CH3:22])=[CH:11][C:10]=1[CH3:16])([CH3:6])[CH3:7])[CH3:2], predict the reactants needed to synthesize it. The reactants are: [CH2:1]([O:3][C:4](=[O:17])[C:5]([O:8][C:9]1[CH:14]=[CH:13][C:12]([OH:15])=[CH:11][C:10]=1[CH3:16])([CH3:7])[CH3:6])[CH3:2].[CH3:18][O:19][C:20](=[O:24])[CH:21](Cl)[CH3:22].[I-].[K+].C([O-])([O-])=O.[K+].[K+].